From a dataset of Peptide-MHC class I binding affinity with 185,985 pairs from IEDB/IMGT. Regression. Given a peptide amino acid sequence and an MHC pseudo amino acid sequence, predict their binding affinity value. This is MHC class I binding data. The peptide sequence is VMMSAPPAEY. The MHC is HLA-A29:02 with pseudo-sequence HLA-A29:02. The binding affinity (normalized) is 0.894.